From a dataset of Reaction yield outcomes from USPTO patents with 853,638 reactions. Predict the reaction yield, written as a fraction of the theoretical maximum amount of product (1.0 means a 100% yield; for example, 0.34 means a 34% yield). (1) The reactants are [C:1]([CH2:4][CH2:5][C:6]1[CH:11]=[CH:10][C:9]([NH:12][C:13]([C:15]2[N:16](COCC[Si](C)(C)C)[CH:17]=[C:18]([C:20]#[N:21])[N:19]=2)=[O:14])=[C:8]([C:30]2[CH2:35][CH2:34][CH2:33][CH2:32][CH:31]=2)[CH:7]=1)(=[O:3])[NH2:2].CCO.C(O)(C(F)(F)F)=O.C(O)CC. The catalyst is C(Cl)Cl. The product is [C:1]([CH2:4][CH2:5][C:6]1[CH:11]=[CH:10][C:9]([NH:12][C:13]([C:15]2[NH:16][CH:17]=[C:18]([C:20]#[N:21])[N:19]=2)=[O:14])=[C:8]([C:30]2[CH2:35][CH2:34][CH2:33][CH2:32][CH:31]=2)[CH:7]=1)(=[O:3])[NH2:2]. The yield is 0.780. (2) The reactants are Br[C:2]1[CH:3]=[C:4]([NH:10][C:11]2[CH:16]=[CH:15][C:14]([N:17]3[CH2:22][CH2:21][N:20]([CH:23]4[CH2:26][O:25][CH2:24]4)[CH2:19][C@@H:18]3[CH2:27][CH3:28])=[CH:13][N:12]=2)[C:5](=[O:9])[N:6]([CH3:8])[CH:7]=1.[B:29]1([B:29]2[O:33][C:32]([CH3:35])([CH3:34])[C:31]([CH3:37])([CH3:36])[O:30]2)[O:33][C:32]([CH3:35])([CH3:34])[C:31]([CH3:37])([CH3:36])[O:30]1.CC(C1C=C(C(C)C)C(C2C=CC=CC=2P(C2CCCCC2)C2CCCCC2)=C(C(C)C)C=1)C.C([O-])(=O)C.[K+]. The catalyst is C1C=CC(/C=C/C(/C=C/C2C=CC=CC=2)=O)=CC=1.C1C=CC(/C=C/C(/C=C/C2C=CC=CC=2)=O)=CC=1.C1C=CC(/C=C/C(/C=C/C2C=CC=CC=2)=O)=CC=1.[Pd].[Pd].O1CCOCC1. The product is [CH2:27]([C@H:18]1[CH2:19][N:20]([CH:23]2[CH2:26][O:25][CH2:24]2)[CH2:21][CH2:22][N:17]1[C:14]1[CH:15]=[CH:16][C:11]([NH:10][C:4]2[C:5](=[O:9])[N:6]([CH3:8])[CH:7]=[C:2]([B:29]3[O:33][C:32]([CH3:35])([CH3:34])[C:31]([CH3:37])([CH3:36])[O:30]3)[CH:3]=2)=[N:12][CH:13]=1)[CH3:28]. The yield is 0.840.